This data is from Forward reaction prediction with 1.9M reactions from USPTO patents (1976-2016). The task is: Predict the product of the given reaction. Given the reactants [C:1]([O:5][C:6]([N:8]1[CH2:13][CH2:12][O:11][C@H:10]([CH2:14][C:15]2[CH:20]=[CH:19][CH:18]=[C:17]([CH2:21][OH:22])[CH:16]=2)[CH2:9]1)=[O:7])([CH3:4])([CH3:3])[CH3:2].[CH3:23]N(C)C=O.[H-].[Na+].CI, predict the reaction product. The product is: [C:1]([O:5][C:6]([N:8]1[CH2:13][CH2:12][O:11][C@H:10]([CH2:14][C:15]2[CH:20]=[CH:19][CH:18]=[C:17]([CH2:21][O:22][CH3:23])[CH:16]=2)[CH2:9]1)=[O:7])([CH3:4])([CH3:2])[CH3:3].